Dataset: NCI-60 drug combinations with 297,098 pairs across 59 cell lines. Task: Regression. Given two drug SMILES strings and cell line genomic features, predict the synergy score measuring deviation from expected non-interaction effect. (1) Drug 1: CC(C1=C(C=CC(=C1Cl)F)Cl)OC2=C(N=CC(=C2)C3=CN(N=C3)C4CCNCC4)N. Drug 2: COC1=C2C(=CC3=C1OC=C3)C=CC(=O)O2. Cell line: TK-10. Synergy scores: CSS=1.73, Synergy_ZIP=-0.824, Synergy_Bliss=0.345, Synergy_Loewe=0.416, Synergy_HSA=0.465. (2) Drug 1: C1=CC(=C2C(=C1NCCNCCO)C(=O)C3=C(C=CC(=C3C2=O)O)O)NCCNCCO. Drug 2: CCC(=C(C1=CC=CC=C1)C2=CC=C(C=C2)OCCN(C)C)C3=CC=CC=C3.C(C(=O)O)C(CC(=O)O)(C(=O)O)O. Cell line: A549. Synergy scores: CSS=44.5, Synergy_ZIP=4.33, Synergy_Bliss=1.74, Synergy_Loewe=-12.7, Synergy_HSA=2.76. (3) Drug 1: CC(C1=C(C=CC(=C1Cl)F)Cl)OC2=C(N=CC(=C2)C3=CN(N=C3)C4CCNCC4)N. Drug 2: CC=C1C(=O)NC(C(=O)OC2CC(=O)NC(C(=O)NC(CSSCCC=C2)C(=O)N1)C(C)C)C(C)C. Cell line: SF-268. Synergy scores: CSS=61.0, Synergy_ZIP=-1.44, Synergy_Bliss=-5.60, Synergy_Loewe=-39.2, Synergy_HSA=-6.77. (4) Drug 1: CC1=CC2C(CCC3(C2CCC3(C(=O)C)OC(=O)C)C)C4(C1=CC(=O)CC4)C. Drug 2: CS(=O)(=O)CCNCC1=CC=C(O1)C2=CC3=C(C=C2)N=CN=C3NC4=CC(=C(C=C4)OCC5=CC(=CC=C5)F)Cl. Cell line: UO-31. Synergy scores: CSS=9.88, Synergy_ZIP=-3.48, Synergy_Bliss=-1.06, Synergy_Loewe=-4.56, Synergy_HSA=-0.427. (5) Drug 1: CC(C1=C(C=CC(=C1Cl)F)Cl)OC2=C(N=CC(=C2)C3=CN(N=C3)C4CCNCC4)N. Drug 2: C1CNP(=O)(OC1)N(CCCl)CCCl. Cell line: HT29. Synergy scores: CSS=-3.88, Synergy_ZIP=-1.87, Synergy_Bliss=-7.62, Synergy_Loewe=-17.5, Synergy_HSA=-9.22. (6) Drug 1: C#CCC(CC1=CN=C2C(=N1)C(=NC(=N2)N)N)C3=CC=C(C=C3)C(=O)NC(CCC(=O)O)C(=O)O. Drug 2: B(C(CC(C)C)NC(=O)C(CC1=CC=CC=C1)NC(=O)C2=NC=CN=C2)(O)O. Cell line: HL-60(TB). Synergy scores: CSS=15.4, Synergy_ZIP=-0.988, Synergy_Bliss=-3.04, Synergy_Loewe=-1.75, Synergy_HSA=-4.02.